Dataset: Catalyst prediction with 721,799 reactions and 888 catalyst types from USPTO. Task: Predict which catalyst facilitates the given reaction. (1) Reactant: [N+:1]([C:4]1[CH:5]=[C:6]2[C:10](=[CH:11][CH:12]=1)[NH:9][C:8](=[O:13])[C:7]12[O:17][CH2:16][CH2:15][O:14]1)([O-])=O. Product: [NH2:1][C:4]1[CH:5]=[C:6]2[C:10](=[CH:11][CH:12]=1)[NH:9][C:8](=[O:13])[C:7]12[O:17][CH2:16][CH2:15][O:14]1. The catalyst class is: 45. (2) Product: [Br:2][C:3]1[CH:4]=[CH:5][C:6]2[S:10][C:9]([CH2:11][NH2:1])=[N:8][C:7]=2[CH:13]=1. Reactant: [NH3:1].[Br:2][C:3]1[CH:4]=[CH:5][C:6]2[S:10][C:9]([CH2:11]Br)=[N:8][C:7]=2[CH:13]=1. The catalyst class is: 5. (3) Reactant: C(OC(=O)[NH:10][CH2:11][CH2:12][CH2:13][CH2:14][C@H:15]([NH:27][C:28]([C@H:30]1[CH2:35][CH2:34][CH2:33][N:32]([C:36](=[O:45])[CH2:37][CH2:38][C:39]2[CH:44]=[CH:43][CH:42]=[CH:41][CH:40]=2)[CH2:31]1)=[O:29])[C:16]([C:18]1[S:19][C:20]2[CH:26]=[CH:25][CH:24]=[CH:23][C:21]=2[N:22]=1)=[O:17])C1C=CC=CC=1.Br.CC(O)=O.O. Product: [NH2:10][CH2:11][CH2:12][CH2:13][CH2:14][C@H:15]([NH:27][C:28]([C@H:30]1[CH2:35][CH2:34][CH2:33][N:32]([C:36](=[O:45])[CH2:37][CH2:38][C:39]2[CH:40]=[CH:41][CH:42]=[CH:43][CH:44]=2)[CH2:31]1)=[O:29])[C:16]([C:18]1[S:19][C:20]2[CH:26]=[CH:25][CH:24]=[CH:23][C:21]=2[N:22]=1)=[O:17]. The catalyst class is: 52. (4) Reactant: [CH3:1][O:2][C:3]1[CH:4]=[C:5]([CH2:11][C:12]([OH:14])=[O:13])[CH:6]=[CH:7][C:8]=1[O:9][CH3:10].[CH3:15]O. Product: [CH3:1][O:2][C:3]1[CH:4]=[C:5]([CH2:11][C:12]([O:14][CH3:15])=[O:13])[CH:6]=[CH:7][C:8]=1[O:9][CH3:10]. The catalyst class is: 65. (5) Reactant: [F:1][C:2]([F:12])([F:11])[CH:3]1[O:8][CH2:7][CH:6]([CH2:9][OH:10])[CH2:5][O:4]1.C1C=C[NH+]=CC=1.[O-][Cr](Cl)(=O)=O.CCOCC. Product: [F:12][C:2]([F:1])([F:11])[CH:3]1[O:4][CH2:5][CH:6]([CH:9]=[O:10])[CH2:7][O:8]1. The catalyst class is: 2. (6) The catalyst class is: 8. Product: [O:14]=[C:13]1[N:12]([CH:7]2[C:8]3[C:4](=[C:3]([C:2]([F:16])([F:17])[F:1])[CH:11]=[CH:10][CH:9]=3)[CH2:5][CH2:6]2)[C:21](=[O:20])[C:22]([C:23]([O:25][CH2:26][CH3:27])=[O:24])=[CH:28][NH:15]1. Reactant: [F:1][C:2]([F:17])([F:16])[C:3]1[CH:11]=[CH:10][CH:9]=[C:8]2[C:4]=1[CH2:5][CH2:6][CH:7]2[NH:12][C:13]([NH2:15])=[O:14].C([O:20][CH:21]=[C:22]([C:28](OCC)=O)[C:23]([O:25][CH2:26][CH3:27])=[O:24])C.[O-]CC.[Na+].